This data is from Catalyst prediction with 721,799 reactions and 888 catalyst types from USPTO. The task is: Predict which catalyst facilitates the given reaction. (1) Reactant: [C:1]([C:4]1[C:12]2[S:11][C:10](=[O:13])[NH:9][C:8]=2[C:7]([OH:14])=[CH:6][CH:5]=1)(=[O:3])[CH3:2].N1C=CC=CC=1.[CH2:21]([O:28][C:29](Cl)=[O:30])[C:22]1[CH:27]=[CH:26][CH:25]=[CH:24][CH:23]=1. Product: [C:29](=[O:30])([O:28][CH2:21][C:22]1[CH:27]=[CH:26][CH:25]=[CH:24][CH:23]=1)[O:14][C:7]1[C:8]2[NH:9][C:10](=[O:13])[S:11][C:12]=2[C:4]([C:1](=[O:3])[CH3:2])=[CH:5][CH:6]=1. The catalyst class is: 677. (2) Reactant: N[C:2]1[CH:7]=[CH:6][CH:5]=[CH:4][C:3]=1[S:8]([NH:11][C:12]1[CH:13]=[CH:14][CH:15]=[C:16]2[C:21]=1[N:20]=[CH:19][CH:18]=[C:17]2[C:22]([F:25])([F:24])[F:23])(=[O:10])=[O:9].N(OC(C)(C)C)=O. Product: [F:25][C:22]([F:24])([F:23])[C:17]1[C:16]2[C:21](=[C:12]3[C:13](=[CH:14][CH:15]=2)[C:4]2[C:3](=[CH:2][CH:7]=[CH:6][CH:5]=2)[S:8](=[O:9])(=[O:10])[NH:11]3)[N:20]=[CH:19][CH:18]=1. The catalyst class is: 52.